From a dataset of Full USPTO retrosynthesis dataset with 1.9M reactions from patents (1976-2016). Predict the reactants needed to synthesize the given product. (1) Given the product [CH3:1][O:2][C:3]1[CH:4]=[CH:5][C:6]2[N:7]([CH:9]=[C:10]([C:28]3[CH:33]=[N:32][C:31]([N:34]4[CH2:35][CH2:36][O:37][CH2:38][CH2:39]4)=[N:30][CH:29]=3)[N:11]=2)[CH:8]=1, predict the reactants needed to synthesize it. The reactants are: [CH3:1][O:2][C:3]1[CH:4]=[CH:5][C:6]2[N:7]([CH:9]=[C:10](C3C=NC(OC)=CC=3)[N:11]=2)[CH:8]=1.CC1(C)C(C)(C)OB([C:28]2[CH:29]=[N:30][C:31]([N:34]3[CH2:39][CH2:38][O:37][CH2:36][CH2:35]3)=[N:32][CH:33]=2)O1. (2) Given the product [CH3:1][O:2][C:3]1[CH:4]=[C:5]([CH:10]=[CH:11][C:12]=1[C:13]1[C:17]([CH3:18])=[CH:16][S:15][CH:14]=1)[C:6]([OH:8])=[O:7], predict the reactants needed to synthesize it. The reactants are: [CH3:1][O:2][C:3]1[CH:4]=[C:5]([CH:10]=[CH:11][C:12]=1[C:13]1[C:17]([CH3:18])=[CH:16][S:15][CH:14]=1)[C:6]([O:8]C)=[O:7].[OH-].[Na+].